This data is from Full USPTO retrosynthesis dataset with 1.9M reactions from patents (1976-2016). The task is: Predict the reactants needed to synthesize the given product. (1) Given the product [CH2:13]([C:12]([C:17]1[CH:32]=[CH:31][C:20]2[S:21][C:22]([C:24]([NH:26][CH2:27][C:28]([OH:30])=[O:29])=[O:25])=[CH:23][C:19]=2[CH:18]=1)([C:9]1[CH:10]=[CH:11][C:6]([O:5][CH2:4][CH:3]([OH:34])[C:2]([CH3:35])([CH3:36])[CH3:1])=[C:7]([CH3:33])[CH:8]=1)[CH2:15][CH3:16])[CH3:14], predict the reactants needed to synthesize it. The reactants are: [CH3:1][C:2]([CH3:36])([CH3:35])[C:3](=[O:34])[CH2:4][O:5][C:6]1[CH:11]=[CH:10][C:9]([C:12]([C:17]2[CH:32]=[CH:31][C:20]3[S:21][C:22]([C:24]([NH:26][CH2:27][C:28]([OH:30])=[O:29])=[O:25])=[CH:23][C:19]=3[CH:18]=2)([CH2:15][CH3:16])[CH2:13][CH3:14])=[CH:8][C:7]=1[CH3:33].[BH4-].[Na+]. (2) Given the product [C:1]([N:4]1[CH2:5][CH2:6][CH:7]([C:10]([CH3:15])([CH3:14])[C:11]([NH:30][C:27]2[CH:26]=[N:25][C:24]([C:19]3[CH:18]=[C:17]([F:16])[CH:22]=[C:21]([F:23])[CH:20]=3)=[CH:29][N:28]=2)=[O:13])[CH2:8][CH2:9]1)(=[O:3])[CH3:2], predict the reactants needed to synthesize it. The reactants are: [C:1]([N:4]1[CH2:9][CH2:8][CH:7]([C:10]([CH3:15])([CH3:14])[C:11]([OH:13])=O)[CH2:6][CH2:5]1)(=[O:3])[CH3:2].[F:16][C:17]1[CH:18]=[C:19]([C:24]2[N:25]=[CH:26][C:27]([NH2:30])=[N:28][CH:29]=2)[CH:20]=[C:21]([F:23])[CH:22]=1. (3) Given the product [NH:25]([CH2:24][CH2:23][CH2:22][CH2:21][C@H:17]([NH:16][C:14]([C:10]1[C:9](=[O:47])[N:8]([CH:7]([C:1]2[CH:2]=[CH:3][CH:4]=[CH:5][CH:6]=2)[C:48]2[CH:53]=[CH:52][CH:51]=[CH:50][CH:49]=2)[CH:13]=[CH:12][CH:11]=1)=[O:15])[C:18]([OH:20])=[O:19])[C:26]([NH2:28])=[NH:27].[C:54]([OH:60])([C:56]([F:59])([F:58])[F:57])=[O:55], predict the reactants needed to synthesize it. The reactants are: [C:1]1([CH:7]([C:48]2[CH:53]=[CH:52][CH:51]=[CH:50][CH:49]=2)[N:8]2[CH:13]=[CH:12][CH:11]=[C:10]([C:14]([NH:16][C@@H:17]([CH2:21][CH2:22][CH2:23][CH2:24][NH:25][C:26]([NH:28]S(C3C(C)=C4C(=C(C)C=3C)OC(C)(C)CC4)(=O)=O)=[NH:27])[C:18]([OH:20])=[O:19])=[O:15])[C:9]2=[O:47])[CH:6]=[CH:5][CH:4]=[CH:3][CH:2]=1.[C:54]([OH:60])([C:56]([F:59])([F:58])[F:57])=[O:55]. (4) Given the product [O:6]1[CH2:7][CH2:8][O:9][CH:5]1[CH2:4][CH2:3][CH2:2][C:10]#[N:11], predict the reactants needed to synthesize it. The reactants are: Cl[CH2:2][CH2:3][CH2:4][CH:5]1[O:9][CH2:8][CH2:7][O:6]1.[C-:10]#[N:11].[Na+].[I-].[Na+].O. (5) Given the product [ClH:24].[NH:8]([C:12]1[CH:21]=[CH:20][C:15]([C:16]([OH:18])=[O:17])=[C:14]([O:22][CH3:23])[CH:13]=1)[C:9]([NH2:11])=[NH:10], predict the reactants needed to synthesize it. The reactants are: FC(F)(F)C(O)=O.[NH:8]([C:12]1[CH:21]=[CH:20][C:15]([C:16]([O:18]C)=[O:17])=[C:14]([O:22][CH3:23])[CH:13]=1)[C:9]([NH2:11])=[NH:10].[ClH:24]. (6) Given the product [CH3:14][C@H:15]([CH2:19][CH:20]=[CH2:21])[C:16]([O:1][C@@H:2]1[CH2:6][CH2:5][CH2:4][C@@H:3]1[NH:7][C:8](=[O:13])[CH2:9][CH2:10][CH:11]=[CH2:12])=[O:17], predict the reactants needed to synthesize it. The reactants are: [OH:1][C@@H:2]1[CH2:6][CH2:5][CH2:4][C@@H:3]1[NH:7][C:8](=[O:13])[CH2:9][CH2:10][CH:11]=[CH2:12].[CH3:14][C@H:15]([CH2:19][CH:20]=[CH2:21])[C:16](O)=[O:17].CCOC(C)=O.CCCCCC. (7) Given the product [CH:39]1([C:42]([NH:1][C:2]2[CH:7]=[C:6]([O:8][C:9]3[CH:10]=[CH:11][C:12]([NH:15][C:16]([C:18]4[C:22](=[O:23])[N:21]([C:24]5[CH:25]=[CH:26][CH:27]=[CH:28][CH:29]=5)[N:20]5[CH2:30][CH2:31][CH2:32][C:19]=45)=[O:17])=[N:13][CH:14]=3)[CH:5]=[CH:4][N:3]=2)=[O:43])[CH2:41][CH2:40]1, predict the reactants needed to synthesize it. The reactants are: [NH2:1][C:2]1[CH:7]=[C:6]([O:8][C:9]2[CH:10]=[CH:11][C:12]([NH:15][C:16]([C:18]3[C:22](=[O:23])[N:21]([C:24]4[CH:29]=[CH:28][CH:27]=[CH:26][CH:25]=4)[N:20]4[CH2:30][CH2:31][CH2:32][C:19]=34)=[O:17])=[N:13][CH:14]=2)[CH:5]=[CH:4][N:3]=1.N1C=CC=CC=1.[CH:39]1([C:42](Cl)=[O:43])[CH2:41][CH2:40]1.